This data is from Catalyst prediction with 721,799 reactions and 888 catalyst types from USPTO. The task is: Predict which catalyst facilitates the given reaction. (1) The catalyst class is: 82. Product: [N+:13]([C:7]1[CH:6]=[C:5]2[C:10](=[CH:9][CH:8]=1)[N:1]=[C:2]([OH:12])[CH:3]=[C:4]2[OH:11])([O-:15])=[O:14]. Reactant: [N:1]1[C:10]2[C:5](=[CH:6][CH:7]=[CH:8][CH:9]=2)[C:4]([OH:11])=[CH:3][C:2]=1[OH:12].[N+:13]([O-])([OH:15])=[O:14]. (2) Reactant: [C:1]([C:3]1[CH:8]=[CH:7][C:6]([NH:9][CH:10]2[CH2:15][CH2:14][CH:13]([O:16][CH2:17][C:18]([OH:20])=O)[CH2:12][CH2:11]2)=[CH:5][C:4]=1[C:21]([F:24])([F:23])[F:22])#[N:2].[CH3:25]CN=C=NCCCN(C)C.Cl.C1C=CC2N(O)N=NC=2C=1.C(N(CC)CC)C.[F:54][C:55]1[CH:56]=[CH:57][C:58]2[O:62][CH:61]([CH2:63][N:64]3[CH2:69][CH2:68][NH:67][CH2:66][CH2:65]3)[CH2:60][C:59]=2[CH:70]=1. Product: [F:54][C:55]1[CH:56]=[CH:57][C:58]2[O:62][CH:61]([CH2:63][N:64]3[CH2:65][CH2:66][N:67]([CH2:25][C:18](=[O:20])[CH2:17][O:16][CH:13]4[CH2:12][CH2:11][CH:10]([NH:9][C:6]5[CH:7]=[CH:8][C:3]([C:1]#[N:2])=[C:4]([C:21]([F:23])([F:22])[F:24])[CH:5]=5)[CH2:15][CH2:14]4)[CH2:68][CH2:69]3)[CH2:60][C:59]=2[CH:70]=1. The catalyst class is: 4. (3) Reactant: C(N(CC)CC)C.[Cl:8][C:9]1[C:14]([C:15]#[N:16])=[C:13](Cl)[N:12]=[C:11]([S:18][CH3:19])[N:10]=1.[C:20]([O:24][CH2:25][CH3:26])(=[O:23])[CH2:21][SH:22]. Product: [Cl:8][C:9]1[N:10]=[C:11]([S:18][CH3:19])[N:12]=[C:13]([S:22][CH2:21][C:20]([O:24][CH2:25][CH3:26])=[O:23])[C:14]=1[C:15]#[N:16]. The catalyst class is: 1. (4) Reactant: NC(NC)NC(=O)CC1C(Cl)=CC=CC=1Cl.[C:17]([C:19]1[CH:24]=[CH:23][C:22]([NH:25][C:26]2[N:31]=[C:30]([CH2:32][C:33]3[C:38]([Cl:39])=[CH:37][CH:36]=[CH:35][C:34]=3[Cl:40])[N:29]=[C:28]([NH:41][C:42](NC(C)C)=O)[N:27]=2)=[CH:21][CH:20]=1)#[N:18]. Product: [Cl:39][C:38]1[CH:37]=[CH:36][CH:35]=[C:34]([Cl:40])[C:33]=1[CH2:32][C:30]1[N:29]=[C:28]([NH:41][CH3:42])[N:27]=[C:26]([NH:25][C:22]2[CH:21]=[CH:20][C:19]([C:17]#[N:18])=[CH:24][CH:23]=2)[N:31]=1. The catalyst class is: 3. (5) Reactant: [F:1][C:2]1[CH:7]=[CH:6][C:5]([C:8]2[C:12]([C:13]3[CH:18]=[CH:17][N:16]=[C:15]([C:19]#[N:20])[CH:14]=3)=[CH:11][NH:10][N:9]=2)=[CH:4][CH:3]=1.OO.C(=O)([O-])[O-:24].[K+].[K+].O. Product: [F:1][C:2]1[CH:3]=[CH:4][C:5]([C:8]2[C:12]([C:13]3[CH:18]=[CH:17][N:16]=[C:15]([C:19]([NH2:20])=[O:24])[CH:14]=3)=[CH:11][NH:10][N:9]=2)=[CH:6][CH:7]=1. The catalyst class is: 16. (6) Reactant: [F:1][CH:2]([F:20])[C:3]1[CH:4]=[C:5]([C:9]2[C:10](=[O:19])[C:11]([C:16](O)=[O:17])=[CH:12][NH:13][C:14]=2[CH3:15])[CH:6]=[CH:7][CH:8]=1.[CH3:21][N:22](C(ON1N=NC2C=CC=CC1=2)=[N+](C)C)C.[B-](F)(F)(F)F.C(N(CC)CC)C.CN. Product: [CH3:21][NH:22][C:16]([C:11]1[C:10](=[O:19])[C:9]([C:5]2[CH:6]=[CH:7][CH:8]=[C:3]([CH:2]([F:20])[F:1])[CH:4]=2)=[C:14]([CH3:15])[NH:13][CH:12]=1)=[O:17]. The catalyst class is: 3. (7) Reactant: N#N.[NH2:3][C:4]([NH:6][C:7]1[C:8]([C:21]([NH2:23])=[O:22])=[N:9][N:10]([C:12]2[CH:17]=[CH:16][C:15](Br)=[CH:14][C:13]=2[CH2:19][CH3:20])[CH:11]=1)=[O:5].[OH:24][C:25]1[CH:26]=[C:27](B(O)O)[CH:28]=[CH:29][CH:30]=1.C([O-])([O-])=O.[Cs+].[Cs+]. Product: [NH2:3][C:4]([NH:6][C:7]1[C:8]([C:21]([NH2:23])=[O:22])=[N:9][N:10]([C:12]2[CH:17]=[CH:16][C:15]([C:29]3[CH:28]=[CH:27][CH:26]=[C:25]([OH:24])[CH:30]=3)=[CH:14][C:13]=2[CH2:19][CH3:20])[CH:11]=1)=[O:5]. The catalyst class is: 339. (8) Reactant: C(O[BH-](OC(=O)C)OC(=O)C)(=O)C.[Na+].[NH2:15][CH2:16][CH2:17][CH2:18][N:19]1[C:31]2[C:30]3[CH:29]=[CH:28][CH:27]=[CH:26][C:25]=3[N:24]=[C:23]([NH2:32])[C:22]=2[N:21]=[C:20]1[CH2:33][CH2:34][CH2:35][CH3:36].[CH3:37][N:38]1[CH2:43][CH2:42][C:41](=O)[CH2:40][CH2:39]1. Product: [CH2:33]([C:20]1[N:19]([CH2:18][CH2:17][CH2:16][NH:15][CH:41]2[CH2:42][CH2:43][N:38]([CH3:37])[CH2:39][CH2:40]2)[C:31]2[C:30]3[CH:29]=[CH:28][CH:27]=[CH:26][C:25]=3[N:24]=[C:23]([NH2:32])[C:22]=2[N:21]=1)[CH2:34][CH2:35][CH3:36]. The catalyst class is: 37.